Dataset: Full USPTO retrosynthesis dataset with 1.9M reactions from patents (1976-2016). Task: Predict the reactants needed to synthesize the given product. (1) Given the product [N:9]1[CH:10]=[CH:11][C:6]([C:2]2[CH:3]=[C:4]([NH2:5])[O:13][N:12]=2)=[CH:7][CH:8]=1, predict the reactants needed to synthesize it. The reactants are: O=[C:2]([C:6]1[CH:11]=[CH:10][N:9]=[CH:8][CH:7]=1)[CH2:3][C:4]#[N:5].[NH2:12][OH:13].Cl.[OH-].[Na+]. (2) Given the product [CH3:9][O:8][C:6]1[CH:7]=[C:2]([B:14]([OH:15])[OH:13])[C:3]([CH3:10])=[N:4][CH:5]=1, predict the reactants needed to synthesize it. The reactants are: Br[C:2]1[C:3]([CH3:10])=[N:4][CH:5]=[C:6]([O:8][CH3:9])[CH:7]=1.CC1(C)C(C)(C)[O:15][B:14](B2OC(C)(C)C(C)(C)O2)[O:13]1.C(Cl)Cl.C([O-])(=O)C.[K+].Cl. (3) Given the product [CH:12]1([CH2:17][N:18]([CH2:19][CH3:20])[C:2]2[C:7]([C:8]#[N:9])=[CH:6][CH:5]=[C:4]([CH2:10][CH3:11])[N:3]=2)[CH2:16][CH2:15][CH2:14][CH2:13]1, predict the reactants needed to synthesize it. The reactants are: Cl[C:2]1[C:7]([C:8]#[N:9])=[CH:6][CH:5]=[C:4]([CH2:10][CH3:11])[N:3]=1.[CH:12]1([CH2:17][NH:18][CH2:19][CH3:20])[CH2:16][CH2:15][CH2:14][CH2:13]1. (4) Given the product [CH:5]1([N:8]([CH2:12][C:13]2[CH:18]=[C:17]([CH:33]=[CH2:34])[CH:16]=[C:15]([Cl:20])[C:14]=2[Cl:21])[C:9](=[O:11])[O:10][C:26]([CH3:32])([CH3:31])[CH3:27])[CH2:6][CH2:7]1, predict the reactants needed to synthesize it. The reactants are: CC([C:5]1([N:8]([CH2:12][C:13]2[CH:18]=[C:17](Br)[CH:16]=[C:15]([Cl:20])[C:14]=2[Cl:21])[C:9](=[O:11])[O-:10])[CH2:7][CH2:6]1)(C)C.C(B1O[C:27](C)(C)[C:26]([CH3:32])([CH3:31])O1)=C.[C:33]1(P(C2C=CC=CC=2)C2C=CC=CC=2)C=CC=C[CH:34]=1.C([O-])([O-])=O.[Na+].[Na+]. (5) Given the product [Br:1][C:2]1[CH:7]=[N:6][C:5]([Cl:8])=[C:4]2[N:9]([Si:20]([C:23]([CH3:26])([CH3:25])[CH3:24])([CH3:22])[CH3:21])[CH:10]=[CH:11][C:3]=12, predict the reactants needed to synthesize it. The reactants are: [Br:1][C:2]1[CH:7]=[N:6][C:5]([Cl:8])=[C:4]2[NH:9][CH:10]=[CH:11][C:3]=12.[H-].[Na+].FC(F)(F)S(O[Si:20]([C:23]([CH3:26])([CH3:25])[CH3:24])([CH3:22])[CH3:21])(=O)=O. (6) Given the product [F:36][C:35]([F:38])([F:37])[C:33]([OH:39])=[O:34].[CH3:24][O:23][C:21]([C:20]1[C:13]2[C:14](=[N:15][CH:16]=[CH:17][C:12]=2[CH2:11][NH:10][C@H:7]([CH2:8][CH3:9])[C:6]([OH:32])=[O:5])[NH:18][CH:19]=1)=[O:22], predict the reactants needed to synthesize it. The reactants are: C([O:5][C:6](=[O:32])[C@H:7]([NH:10][CH2:11][C:12]1[CH:17]=[CH:16][N:15]=[C:14]2[N:18](C(OC(C)(C)C)=O)[CH:19]=[C:20]([C:21]([O:23][CH3:24])=[O:22])[C:13]=12)[CH2:8][CH3:9])(C)(C)C.[C:33]([OH:39])([C:35]([F:38])([F:37])[F:36])=[O:34]. (7) Given the product [SH:17][C:6]1[N:7]=[C:8]([N:12]([CH3:16])[CH3:13])[C:9]2[CH2:10][CH2:11][C:2]([CH3:1])([CH3:25])[CH2:3][C:4]=2[C:5]=1[C:19]#[N:20], predict the reactants needed to synthesize it. The reactants are: [CH3:1][C:2]1([CH3:25])[CH2:11][CH2:10][C:9]2[C:8]([N:12]3[CH2:16]CC[CH2:13]3)=[N:7][C:6]3[S:17]C4C(=O)NC=[N:20][C:19]=4[C:5]=3[C:4]=2[CH2:3]1.CNC. (8) Given the product [CH3:20][C:19]1[CH:18]=[CH:17][CH:16]=[C:14]([S:22][CH3:21])[C:13]=1[C:10]1[CH2:11][CH2:12][O:8][N:9]=1, predict the reactants needed to synthesize it. The reactants are: C(ON=O)(C)(C)C.[O:8]1[CH2:12][CH2:11][C:10]([C:13]2[C:19]([CH3:20])=[CH:18][CH:17]=[CH:16][C:14]=2N)=[N:9]1.[CH3:21][S:22]SC. (9) Given the product [NH2:1][C:4]1[CH:9]=[CH:8][C:7]([CH2:10][C:11]([N:13]2[CH2:14][CH2:15][N:16]([CH2:19][CH3:20])[CH2:17][CH2:18]2)=[O:12])=[C:6]([C:21]([F:24])([F:23])[F:22])[CH:5]=1, predict the reactants needed to synthesize it. The reactants are: [N+:1]([C:4]1[CH:9]=[CH:8][C:7]([CH2:10][C:11]([N:13]2[CH2:18][CH2:17][N:16]([CH2:19][CH3:20])[CH2:15][CH2:14]2)=[O:12])=[C:6]([C:21]([F:24])([F:23])[F:22])[CH:5]=1)([O-])=O.